Dataset: Forward reaction prediction with 1.9M reactions from USPTO patents (1976-2016). Task: Predict the product of the given reaction. (1) Given the reactants [NH2:1][CH2:2][C@H:3]([OH:11])[CH2:4][N:5]1[CH2:10][CH2:9][CH2:8][CH2:7][CH2:6]1.[C:12]1([S:22](Cl)(=[O:24])=[O:23])[C:21]2[C:16](=[CH:17][CH:18]=[CH:19][CH:20]=2)[CH:15]=[CH:14][CH:13]=1.C(N(CC)CC)C, predict the reaction product. The product is: [OH:11][C@H:3]([CH2:4][N:5]1[CH2:6][CH2:7][CH2:8][CH2:9][CH2:10]1)[CH2:2][NH:1][S:22]([C:12]1[C:21]2[C:16](=[CH:17][CH:18]=[CH:19][CH:20]=2)[CH:15]=[CH:14][CH:13]=1)(=[O:24])=[O:23]. (2) Given the reactants [Br:1][C:2]1[C:3]([CH3:11])=[C:4]([CH:9]=[O:10])[S:5][C:6]=1[C:7]#[CH:8], predict the reaction product. The product is: [Br:1][C:2]1[C:3]([CH3:11])=[C:4]([CH:9]=[O:10])[S:5][C:6]=1[CH2:7][CH3:8]. (3) Given the reactants [CH2:1]([N:3]([CH2:6]C)[CH2:4]C)[CH3:2].CC1[NH:10]C=CN=1.Cl[C:15]([O:17][CH2:18][CH3:19])=[O:16], predict the reaction product. The product is: [CH2:18]([O:17][C:15]([C:4]1[N:3]([CH3:6])[CH:1]=[CH:2][N:10]=1)=[O:16])[CH3:19]. (4) The product is: [CH3:8][N:9]([CH:10]1[CH2:11][CH2:12][N:13]([C:16]2[CH:17]=[CH:18][N:19]=[CH:20][CH:21]=2)[CH2:14][CH2:15]1)[S:4]([CH:3]=[CH2:2])(=[O:6])=[O:5]. Given the reactants Cl[CH2:2][CH2:3][S:4](Cl)(=[O:6])=[O:5].[CH3:8][NH:9][CH:10]1[CH2:15][CH2:14][N:13]([C:16]2[CH:21]=[CH:20][N:19]=[CH:18][CH:17]=2)[CH2:12][CH2:11]1.C(N(CC)CC)C, predict the reaction product. (5) The product is: [OH:2][C:3]1[CH:11]=[C:10]([N+:12]([O-:14])=[O:13])[CH:9]=[CH:8][C:4]=1[C:5]([OH:7])=[O:6]. Given the reactants C[O:2][C:3]1[CH:11]=[C:10]([N+:12]([O-:14])=[O:13])[CH:9]=[CH:8][C:4]=1[C:5]([OH:7])=[O:6].B(Br)(Br)Br.CO, predict the reaction product. (6) The product is: [CH:23]([O:26][C:14](=[S:15])[NH:13][C:7]1[CH:8]=[C:9]([F:12])[CH:10]=[CH:11][C:6]=1[O:5][C:1]([CH3:4])([CH3:2])[CH3:3])([CH3:25])[CH3:24]. Given the reactants [C:1]([O:5][C:6]1[CH:11]=[CH:10][C:9]([F:12])=[CH:8][C:7]=1[N:13]=[C:14]=[S:15])([CH3:4])([CH3:3])[CH3:2].C(N(CC)CC)C.[CH:23]([OH:26])([CH3:25])[CH3:24], predict the reaction product. (7) Given the reactants [CH3:1][C:2]1([CH3:20])[CH2:6][C:5]2[C:7]([CH3:19])=[C:8]([N:13]3[CH2:18][CH2:17][NH:16][CH2:15][CH2:14]3)[C:9]([CH3:12])=[C:10]([CH3:11])[C:4]=2[O:3]1.Br[C:22]1[CH:29]=[CH:28][C:25]([C:26]#[N:27])=[CH:24][CH:23]=1, predict the reaction product. The product is: [CH3:1][C:2]1([CH3:20])[CH2:6][C:5]2[C:7]([CH3:19])=[C:8]([N:13]3[CH2:14][CH2:15][N:16]([C:22]4[CH:29]=[CH:28][C:25]([C:26]#[N:27])=[CH:24][CH:23]=4)[CH2:17][CH2:18]3)[C:9]([CH3:12])=[C:10]([CH3:11])[C:4]=2[O:3]1. (8) Given the reactants [CH3:1][C:2]1[N:7]=[CH:6][C:5]([NH2:8])=[CH:4][CH:3]=1.[C:9]([C:13]1[CH:18]=[CH:17][C:16]([S:19](Cl)(=[O:21])=[O:20])=[CH:15][CH:14]=1)([CH3:12])([CH3:11])[CH3:10], predict the reaction product. The product is: [C:9]([C:13]1[CH:18]=[CH:17][C:16]([S:19]([NH:8][C:5]2[CH:6]=[N:7][C:2]([CH3:1])=[CH:3][CH:4]=2)(=[O:21])=[O:20])=[CH:15][CH:14]=1)([CH3:12])([CH3:10])[CH3:11]. (9) Given the reactants [CH2:1]([C:3]1[S:31][C:6]2[N:7]=[C:8]([C:24]([NH:26][CH2:27][C:28](O)=[O:29])=[O:25])[N:9]=[C:10]([N:11]3[CH2:16][CH2:15][N:14]4[C:17]([C:20]([F:23])([F:22])[F:21])=[N:18][N:19]=[C:13]4[CH2:12]3)[C:5]=2[CH:4]=1)[CH3:2].ClC(OCC(C)C)=O.CN1CCOCC1.[BH4-].[Na+], predict the reaction product. The product is: [OH:29][CH2:28][CH2:27][NH:26][C:24]([C:8]1[N:9]=[C:10]([N:11]2[CH2:16][CH2:15][N:14]3[C:17]([C:20]([F:21])([F:22])[F:23])=[N:18][N:19]=[C:13]3[CH2:12]2)[C:5]2[CH:4]=[C:3]([CH2:1][CH3:2])[S:31][C:6]=2[N:7]=1)=[O:25].